The task is: Predict the reactants needed to synthesize the given product.. This data is from Full USPTO retrosynthesis dataset with 1.9M reactions from patents (1976-2016). Given the product [C:11]([O:15][C:16](=[O:38])[CH2:17][O:18][C:19]1[CH:24]=[CH:23][C:22]([CH2:25][N:26]2[N:30]=[N:29][C:28]([C:31]3[CH:32]=[CH:33][CH:34]=[C:35]([C:10]#[C:9][CH2:8][C:5]4[CH:6]=[CH:7][C:2]([F:1])=[CH:3][CH:4]=4)[CH:36]=3)=[N:27]2)=[CH:21][CH:20]=1)([CH3:14])([CH3:12])[CH3:13], predict the reactants needed to synthesize it. The reactants are: [F:1][C:2]1[CH:7]=[CH:6][C:5]([CH2:8][C:9]#[CH:10])=[CH:4][CH:3]=1.[C:11]([O:15][C:16](=[O:38])[CH2:17][O:18][C:19]1[CH:24]=[CH:23][C:22]([CH2:25][N:26]2[N:30]=[N:29][C:28]([C:31]3[CH:36]=[CH:35][CH:34]=[C:33](Br)[CH:32]=3)=[N:27]2)=[CH:21][CH:20]=1)([CH3:14])([CH3:13])[CH3:12].[Na].